From a dataset of Full USPTO retrosynthesis dataset with 1.9M reactions from patents (1976-2016). Predict the reactants needed to synthesize the given product. (1) The reactants are: Cl[C:2]1[CH:7]=[CH:6][N:5]([C:8]2[CH:9]=[CH:10][C:11]3[N:15]=[C:14]([CH:16]4[CH2:18][CH2:17]4)[N:13]([CH3:19])[C:12]=3[CH:20]=2)[C:4](=[O:21])[CH:3]=1.[Br:22][C:23]1[O:27][C:26]([CH2:28][OH:29])=[CH:25][CH:24]=1.CC(C)([O-])C.[K+]. Given the product [Br:22][C:23]1[O:27][C:26]([CH2:28][O:29][C:2]2[CH:7]=[CH:6][N:5]([C:8]3[CH:9]=[CH:10][C:11]4[N:15]=[C:14]([CH:16]5[CH2:18][CH2:17]5)[N:13]([CH3:19])[C:12]=4[CH:20]=3)[C:4](=[O:21])[CH:3]=2)=[CH:25][CH:24]=1, predict the reactants needed to synthesize it. (2) The reactants are: [CH:1]1[CH2:6][CH2:5][CH:4]=[CH:3][CH:2]=1.C(O)(C(F)(F)F)=O.[NH2:14][C:15]1[CH:20]=[CH:19][CH:18]=[CH:17][CH:16]=1. Given the product [CH:2]1([NH:14][C:15]2[CH:20]=[CH:19][CH:18]=[CH:17][CH:16]=2)[CH2:1][CH2:6][CH2:5][CH:4]=[CH:3]1, predict the reactants needed to synthesize it. (3) Given the product [CH3:1][C:2]([N:9]1[CH2:13][CH2:12][CH2:11][CH2:10]1)([CH3:8])[CH2:3][OH:4], predict the reactants needed to synthesize it. The reactants are: [CH3:1][C:2]([N:9]1[CH2:13][CH2:12][CH2:11][CH2:10]1)([CH3:8])[C:3](OCC)=[O:4].[H-].[H-].[H-].[H-].[Li+].[Al+3].CO. (4) Given the product [C:16]1([C@H:14]([N:10]2[CH2:11][CH2:12][O:13][C@@H:8]([C:5]3[CH:6]=[CH:7][C:2]([C:27]([OH:29])=[O:28])=[CH:3][CH:4]=3)[CH2:9]2)[CH3:15])[CH:21]=[CH:20][CH:19]=[CH:18][CH:17]=1, predict the reactants needed to synthesize it. The reactants are: Br[C:2]1[CH:7]=[CH:6][C:5]([C@@H:8]2[O:13][CH2:12][CH2:11][N:10]([C@@H:14]([C:16]3[CH:21]=[CH:20][CH:19]=[CH:18][CH:17]=3)[CH3:15])[CH2:9]2)=[CH:4][CH:3]=1.C([Li])CCC.[C:27](=[O:29])=[O:28].